Dataset: Full USPTO retrosynthesis dataset with 1.9M reactions from patents (1976-2016). Task: Predict the reactants needed to synthesize the given product. (1) Given the product [CH3:12][CH:11]([NH:10][C:8]([C:5]1[CH:6]=[N:7][C:2]([N:15]2[CH2:16][CH2:17][CH:18]([N:21]3[C:26]4[CH:27]=[CH:28][CH:29]=[CH:30][C:25]=4[CH2:24][O:23][C:22]3=[O:31])[CH2:19][CH2:20]2)=[CH:3][CH:4]=1)=[O:9])[CH3:13], predict the reactants needed to synthesize it. The reactants are: Cl[C:2]1[N:7]=[CH:6][C:5]([C:8]([NH:10][CH:11]([CH3:13])[CH3:12])=[O:9])=[CH:4][CH:3]=1.Cl.[NH:15]1[CH2:20][CH2:19][CH:18]([N:21]2[C:26]3[CH:27]=[CH:28][CH:29]=[CH:30][C:25]=3[CH2:24][O:23][C:22]2=[O:31])[CH2:17][CH2:16]1. (2) Given the product [F:1][C:2]1[CH:7]=[C:6]([F:8])[CH:5]=[CH:4][C:3]=1[C:9]1[C:10]2[CH:16]=[C:15]([C:17]([NH:19][C@@H:20]([C:22]3[O:26][N:25]=[C:24]([CH3:27])[N:23]=3)[CH3:21])=[O:18])[S:14][C:11]=2[N:12]([CH2:35][CH2:36][OH:37])[N:13]=1, predict the reactants needed to synthesize it. The reactants are: [F:1][C:2]1[CH:7]=[C:6]([F:8])[CH:5]=[CH:4][C:3]=1[C:9]1[C:10]2[CH:16]=[C:15]([C:17]([NH:19][C@@H:20]([C:22]3[O:26][N:25]=[C:24]([CH3:27])[N:23]=3)[CH3:21])=[O:18])[S:14][C:11]=2[NH:12][N:13]=1.C(=O)([O-])[O-].[K+].[K+].I[CH2:35][CH2:36][OH:37]. (3) Given the product [C:1]([O:5][C:6]([N:8]([C:37]([O:39][C:40]([CH3:43])([CH3:42])[CH3:41])=[O:38])[C:9]1[C:10]([C:16]2[O:20][C:19]([C:21]3[CH:26]=[CH:25][C:24]([CH2:27][N:28]([CH3:36])[C:29](=[O:35])[O:30][C:31]([CH3:34])([CH3:33])[CH3:32])=[CH:23][CH:22]=3)=[N:18][N:17]=2)=[N:11][C:12]([N:50]2[CH2:51][CH2:52][C:48]3([CH2:44][CH2:45][N:46]([C:53](=[O:56])[CH2:54][CH3:55])[CH2:47]3)[CH2:49]2)=[CH:13][N:14]=1)=[O:7])([CH3:4])([CH3:3])[CH3:2], predict the reactants needed to synthesize it. The reactants are: [C:1]([O:5][C:6]([N:8]([C:37]([O:39][C:40]([CH3:43])([CH3:42])[CH3:41])=[O:38])[C:9]1[C:10]([C:16]2[O:20][C:19]([C:21]3[CH:26]=[CH:25][C:24]([CH2:27][N:28]([CH3:36])[C:29](=[O:35])[O:30][C:31]([CH3:34])([CH3:33])[CH3:32])=[CH:23][CH:22]=3)=[N:18][N:17]=2)=[N:11][C:12](Br)=[CH:13][N:14]=1)=[O:7])([CH3:4])([CH3:3])[CH3:2].[CH2:44]1[C:48]2([CH2:52][CH2:51][NH:50][CH2:49]2)[CH2:47][N:46]([C:53](=[O:56])[CH2:54][CH3:55])[CH2:45]1.CCN(CC)CC. (4) Given the product [N+:1]([C:4]1[CH:10]=[CH:9][CH:8]=[CH:7][C:5]=1[NH:6][CH:14]=[C:15]([C:16]([O:18][CH2:19][CH3:20])=[O:17])[C:21]([O:23][CH2:24][CH3:25])=[O:22])([O-:3])=[O:2], predict the reactants needed to synthesize it. The reactants are: [N+:1]([C:4]1[CH:10]=[CH:9][CH:8]=[CH:7][C:5]=1[NH2:6])([O-:3])=[O:2].C(O[CH:14]=[C:15]([C:21]([O:23][CH2:24][CH3:25])=[O:22])[C:16]([O:18][CH2:19][CH3:20])=[O:17])C. (5) Given the product [F:1][C:2]1[CH:3]=[CH:4][C:5]([C@H:8]2[C@@H:17]([NH:16][C:14](=[O:15])[C:13]3[CH:19]=[CH:20][CH:21]=[CH:22][C:12]=3[C:11]([F:10])([F:23])[F:24])[CH2:18][O:9]2)=[N:6][CH:7]=1, predict the reactants needed to synthesize it. The reactants are: [F:1][C:2]1[CH:3]=[CH:4][C:5]([CH:8]=[O:9])=[N:6][CH:7]=1.[F:10][C:11]([F:24])([F:23])[C:12]1[CH:22]=[CH:21][CH:20]=[CH:19][C:13]=1[C:14]([NH:16][CH:17]=[CH2:18])=[O:15].